Dataset: Forward reaction prediction with 1.9M reactions from USPTO patents (1976-2016). Task: Predict the product of the given reaction. (1) Given the reactants [F-].C([N+](CCCC)(CCCC)CCCC)CCC.[F:19][C:20]1[CH:60]=[CH:59][C:23]([CH2:24][C:25]2[S:29][C:28]([C:30]3[C:35]([Br:36])=[CH:34][N:33]=[C:32]([NH:37][CH2:38][CH2:39][N:40]4[C:44]([CH3:46])([CH3:45])[C:43](=[O:47])[NH:42][C:41]4=[O:48])[N:31]=3)=[CH:27][C:26]=2[CH2:49][CH2:50][O:51][Si](C(C)(C)C)(C)C)=[CH:22][CH:21]=1.O, predict the reaction product. The product is: [F:19][C:20]1[CH:60]=[CH:59][C:23]([CH2:24][C:25]2[S:29][C:28]([C:30]3[C:35]([Br:36])=[CH:34][N:33]=[C:32]([NH:37][CH2:38][CH2:39][N:40]4[C:44]([CH3:46])([CH3:45])[C:43](=[O:47])[NH:42][C:41]4=[O:48])[N:31]=3)=[CH:27][C:26]=2[CH2:49][CH2:50][OH:51])=[CH:22][CH:21]=1. (2) Given the reactants Cl[C:2]1[CH:3]=[C:4]2[C:12](=[O:13])[C:11]3[CH:14]=[C:15]([CH:18]([OH:33])[CH2:19][N:20]4[CH2:25][CH2:24][N:23]([C:26]([O:28][C:29]([CH3:32])([CH3:31])[CH3:30])=[O:27])[CH2:22][CH2:21]4)[CH:16]=[CH:17][C:10]=3[CH:9]=[CH:8][C:5]2=[N:6][CH:7]=1.[CH3:34][N:35]1[CH:39]=[C:38](B2OC(C)(C)C(C)(C)O2)[CH:37]=[N:36]1.[F-].[K+], predict the reaction product. The product is: [OH:33][CH:18]([C:15]1[CH:16]=[CH:17][C:10]2[CH:9]=[CH:8][C:5]3=[N:6][CH:7]=[C:2]([C:38]4[CH:37]=[N:36][N:35]([CH3:34])[CH:39]=4)[CH:3]=[C:4]3[C:12](=[O:13])[C:11]=2[CH:14]=1)[CH2:19][N:20]1[CH2:21][CH2:22][N:23]([C:26]([O:28][C:29]([CH3:30])([CH3:32])[CH3:31])=[O:27])[CH2:24][CH2:25]1. (3) Given the reactants O.P([O-])([O-])(O)=O.[Na+].[Na+].OO.Cl([O-])=O.[Na+].[Cl:15][C:16]1[C:25]([CH:26]=[O:27])=[C:24]([S:28]([CH3:31])(=[O:30])=[O:29])[CH:23]=[CH:22][C:17]=1[C:18]([O:20][CH3:21])=[O:19].Cl.S([O-])(O)=[O:34].[Na+], predict the reaction product. The product is: [Cl:15][C:16]1[C:25]([C:26]([OH:34])=[O:27])=[C:24]([S:28]([CH3:31])(=[O:30])=[O:29])[CH:23]=[CH:22][C:17]=1[C:18]([O:20][CH3:21])=[O:19]. (4) The product is: [Cl:19][C:14]1[CH:15]=[CH:16][CH:17]=[CH:18][C:13]=1[C:12]([NH:11][C:7]1[CH:6]=[C:5]([CH:10]=[CH:9][CH:8]=1)[C:4]([OH:21])=[O:3])=[O:20]. Given the reactants C([O:3][C:4](=[O:21])[C:5]1[CH:10]=[CH:9][CH:8]=[C:7]([NH:11][C:12](=[O:20])[C:13]2[CH:18]=[CH:17][CH:16]=[CH:15][C:14]=2[Cl:19])[CH:6]=1)C.[OH-].[Na+], predict the reaction product. (5) The product is: [C:1]1([CH2:7][CH2:8][CH2:9][CH:10]([S:20][C:14]2[CH:19]=[CH:18][CH:17]=[CH:16][CH:15]=2)[C:11](=[O:13])[CH3:12])[CH:6]=[CH:5][CH:4]=[CH:3][CH:2]=1. Given the reactants [C:1]1([CH2:7][CH2:8][C:9]#[C:10][CH:11]([OH:13])[CH3:12])[CH:6]=[CH:5][CH:4]=[CH:3][CH:2]=1.[C:14]1([SH:20])[CH:19]=[CH:18][CH:17]=[CH:16][CH:15]=1, predict the reaction product. (6) Given the reactants O.NN.[C:4]([NH:7][C:8]1[C:12]([N+:13]([O-])=O)=[CH:11][N:10]([CH2:16][C:17]([NH:19][C:20]2[CH:25]=[CH:24][CH:23]=[C:22]([F:26])[CH:21]=2)=[O:18])[N:9]=1)(=[O:6])[CH3:5].C(OCC)C, predict the reaction product. The product is: [C:4]([NH:7][C:8]1[C:12]([NH2:13])=[CH:11][N:10]([CH2:16][C:17]([NH:19][C:20]2[CH:25]=[CH:24][CH:23]=[C:22]([F:26])[CH:21]=2)=[O:18])[N:9]=1)(=[O:6])[CH3:5].